This data is from Forward reaction prediction with 1.9M reactions from USPTO patents (1976-2016). The task is: Predict the product of the given reaction. (1) Given the reactants [OH:1][CH:2]1[CH2:7][CH2:6][N:5]([C:8]#[N:9])[CH2:4][CH2:3]1.[OH:10][NH:11][C:12](=N)[CH:13]([CH3:15])[CH3:14].Cl, predict the reaction product. The product is: [CH:13]([C:12]1[N:9]=[C:8]([N:5]2[CH2:6][CH2:7][CH:2]([OH:1])[CH2:3][CH2:4]2)[O:10][N:11]=1)([CH3:15])[CH3:14]. (2) Given the reactants [CH2:1]([C:3]1[C:4]([NH:11][C@@H:12]2[C:20]3[C:15](=C[CH:17]=[CH:18][CH:19]=3)[CH2:14][C@@H:13]2O)=[N:5][C:6]([CH2:9][CH3:10])=[CH:7][N:8]=1)[CH3:2].[N:22]1C=CC=C2C(N)CCC=12, predict the reaction product. The product is: [CH2:1]([C:3]1[C:4]([NH:11][CH:12]2[C:20]3[C:15](=[N:22][CH:17]=[CH:18][CH:19]=3)[CH2:14][CH2:13]2)=[N:5][C:6]([CH2:9][CH3:10])=[CH:7][N:8]=1)[CH3:2]. (3) Given the reactants [Br:1]C1C(C)=C(NCC2C=C(C(C)(C)C)SC=2C(O)=O)C=CC=1.[CH3:23][C:24]1[N:25]=[C:26]([C:33]([CH3:36])([CH3:35])[CH3:34])[S:27][C:28]=1[C:29]([O:31][CH3:32])=[O:30].BrN1C(=O)CCC1=O, predict the reaction product. The product is: [Br:1][CH2:23][C:24]1[N:25]=[C:26]([C:33]([CH3:36])([CH3:35])[CH3:34])[S:27][C:28]=1[C:29]([O:31][CH3:32])=[O:30]. (4) Given the reactants [CH2:1]([O:8][C:9]1[CH:10]=[C:11]([CH:15]=[C:16]([C:18]([O:20][CH3:21])=[O:19])[CH:17]=1)[C:12](O)=[O:13])[C:2]1[CH:7]=[CH:6][CH:5]=[CH:4][CH:3]=1, predict the reaction product. The product is: [CH3:21][O:20][C:18](=[O:19])[C:16]1[CH:15]=[C:11]([CH2:12][OH:13])[CH:10]=[C:9]([O:8][CH2:1][C:2]2[CH:7]=[CH:6][CH:5]=[CH:4][CH:3]=2)[CH:17]=1.